From a dataset of Retrosynthesis with 50K atom-mapped reactions and 10 reaction types from USPTO. Predict the reactants needed to synthesize the given product. (1) Given the product CCOC(=O)[C@H]1CC2CCCCC2N1C(=O)[C@H](C)NC(=O)OCc1ccccc1, predict the reactants needed to synthesize it. The reactants are: CCOC(=O)C1CC2CCCCC2N1.C[C@H](NC(=O)OCc1ccccc1)C(=O)O. (2) The reactants are: CCOC(=O)CC(=O)OCC.O=Cc1ccccc1. Given the product CCOC(=O)C(=Cc1ccccc1)C(=O)OCC, predict the reactants needed to synthesize it.